This data is from Forward reaction prediction with 1.9M reactions from USPTO patents (1976-2016). The task is: Predict the product of the given reaction. (1) Given the reactants [CH:1]1([N:6]2[CH2:12][C:11]([CH3:14])([CH3:13])[CH2:10][NH:9][C:8]3[CH:15]=[N:16][C:17]([NH:19][C:20]4[CH:21]([C:25](=O)[CH:26]=[CH:27][C:28]=4[O:29][CH3:30])C([O-])=O)=[N:18][C:7]2=3)[CH2:5][CH2:4][CH2:3][CH2:2]1.[C:32](=[O:35])([O-])[O-:33].[Cs+].[Cs+].[CH3:38]I.CN([CH:43]=[O:44])C, predict the reaction product. The product is: [CH:1]1([N:6]2[CH2:12][C:11]([CH3:13])([CH3:14])[C:43](=[O:44])[N:9]([CH3:10])[C:8]3[CH:15]=[N:16][C:17]([NH:19][C:20]4[CH:21]=[CH:25][C:26]([C:32]([O:33][CH3:38])=[O:35])=[CH:27][C:28]=4[O:29][CH3:30])=[N:18][C:7]2=3)[CH2:5][CH2:4][CH2:3][CH2:2]1. (2) Given the reactants Cl.O1CCOCC1.Cl[C:9]1[N:14]=[C:13]([C:15]2[CH:20]=[CH:19][C:18]([F:21])=[CH:17][C:16]=2[F:22])[C:12]([F:23])=[CH:11][N:10]=1.[CH3:24][S:25][CH2:26][C:27]1[CH:28]=[C:29]([CH:31]=[C:32]([C:34]([F:37])([F:36])[F:35])[CH:33]=1)[NH2:30], predict the reaction product. The product is: [F:22][C:16]1[CH:17]=[C:18]([F:21])[CH:19]=[CH:20][C:15]=1[C:13]1[C:12]([F:23])=[CH:11][N:10]=[C:9]([NH:30][C:29]2[CH:31]=[C:32]([C:34]([F:35])([F:36])[F:37])[CH:33]=[C:27]([CH2:26][S:25][CH3:24])[CH:28]=2)[N:14]=1.